Dataset: Reaction yield outcomes from USPTO patents with 853,638 reactions. Task: Predict the reaction yield, written as a fraction of the theoretical maximum amount of product (1.0 means a 100% yield; for example, 0.34 means a 34% yield). The reactants are C1(P(C2C=CC=CC=2)C2C=CC=CC=2)C=CC=CC=1.II.[Si:22]([O:29][C@@H:30]([CH3:58])[C@@H:31]([NH:47][C:48]1[CH:53]=[CH:52][C:51]([C:54]#[N:55])=[C:50]([Cl:56])[C:49]=1[CH3:57])[C:32]([NH:34][NH:35][C:36]([C:38]1[CH:39]=[C:40]2[C:44](=[CH:45][CH:46]=1)[NH:43][CH:42]=[CH:41]2)=[O:37])=O)([C:25]([CH3:28])([CH3:27])[CH3:26])([CH3:24])[CH3:23]. The catalyst is C(Cl)Cl. The product is [NH:43]1[C:44]2[C:40](=[CH:39][C:38]([C:36]3[O:37][C:32]([C@H:31]([NH:47][C:48]4[CH:53]=[CH:52][C:51]([C:54]#[N:55])=[C:50]([Cl:56])[C:49]=4[CH3:57])[C@@H:30]([O:29][Si:22]([C:25]([CH3:27])([CH3:26])[CH3:28])([CH3:23])[CH3:24])[CH3:58])=[N:34][N:35]=3)=[CH:46][CH:45]=2)[CH:41]=[CH:42]1. The yield is 0.720.